This data is from Full USPTO retrosynthesis dataset with 1.9M reactions from patents (1976-2016). The task is: Predict the reactants needed to synthesize the given product. (1) Given the product [CH3:47][C:46]([CH3:48])=[CH:45][CH2:44][O:21][C:16]1[CH:15]=[C:14]([O:22][CH2:23][O:24][CH3:25])[CH:13]=[C:12]2[C:17]=1[C:18](=[O:20])[CH:19]=[C:10]([C:4]1[CH:5]=[CH:6][C:7]([O:8][CH3:9])=[C:2]([Cl:1])[CH:3]=1)[O:11]2, predict the reactants needed to synthesize it. The reactants are: [Cl:1][C:2]1[CH:3]=[C:4]([C:10]2[O:11][C:12]3[C:17]([C:18](=[O:20])[CH:19]=2)=[C:16]([OH:21])[CH:15]=[C:14]([O:22][CH2:23][O:24][CH3:25])[CH:13]=3)[CH:5]=[CH:6][C:7]=1[O:8][CH3:9].[OH-].C([N+](CCCC)(CCCC)CCCC)CCC.[CH2:44](Br)[CH:45]=[C:46]([CH3:48])[CH3:47]. (2) Given the product [N+:3]([C:6]1[CH:14]=[CH:13][C:9]2[S:10](=[O:1])[CH:11]=[CH:12][C:8]=2[CH:7]=1)([O-:5])=[O:4], predict the reactants needed to synthesize it. The reactants are: [OH:1]O.[N+:3]([C:6]1[CH:14]=[CH:13][C:9]2[S:10][CH:11]=[CH:12][C:8]=2[CH:7]=1)([O-:5])=[O:4]. (3) Given the product [CH3:1][O:2][C:3]1[CH:4]=[C:5]([NH:14][C:15]2[S:16][C:27]3[CH2:28][CH2:29][CH2:30][CH:25]([C:21]4[CH:22]=[CH:23][CH:24]=[CH:19][CH:20]=4)[C:26]=3[N:17]=2)[CH:6]=[CH:7][C:8]=1[C:9]1[O:13][CH:12]=[N:11][CH:10]=1, predict the reactants needed to synthesize it. The reactants are: [CH3:1][O:2][C:3]1[CH:4]=[C:5]([NH:14][C:15]([NH2:17])=[S:16])[CH:6]=[CH:7][C:8]=1[C:9]1[O:13][CH:12]=[N:11][CH:10]=1.Br[CH:19]1[CH2:24][CH2:23][CH2:22][CH:21]([C:25]2[CH:30]=[CH:29][CH:28]=[CH:27][CH:26]=2)[C:20]1=O. (4) The reactants are: [C:1]([C:3]1[CH:4]=[CH:5][C:6]2[O:10][C:9]([CH:11]([C:16]3[C:24]([O:25][CH3:26])=[CH:23][C:22]([CH3:27])=[C:21]4[C:17]=3[CH:18]=[CH:19][NH:20]4)[CH2:12][C:13]([OH:15])=[O:14])=[N:8][C:7]=2[CH:28]=1)#[N:2].CO.[CH2:31]1CCC(N=C=NC2CCCCC2)CC1. Given the product [C:1]([C:3]1[CH:4]=[CH:5][C:6]2[O:10][C:9]([CH:11]([C:16]3[C:24]([O:25][CH3:26])=[CH:23][C:22]([CH3:27])=[C:21]4[C:17]=3[CH:18]=[CH:19][NH:20]4)[CH2:12][C:13]([O:15][CH3:31])=[O:14])=[N:8][C:7]=2[CH:28]=1)#[N:2], predict the reactants needed to synthesize it. (5) Given the product [CH2:21]([NH:28][C:3]([CH:4]([NH:10][C:11](=[O:19])[C:12]1[CH:13]=[CH:14][C:15]([Cl:18])=[CH:16][CH:17]=1)[C:5](=[O:9])[CH:6]([CH3:7])[CH3:8])=[O:20])[C:22]1[CH:27]=[CH:26][CH:25]=[CH:24][CH:23]=1, predict the reactants needed to synthesize it. The reactants are: CO[C:3](=[O:20])[CH:4]([NH:10][C:11](=[O:19])[C:12]1[CH:17]=[CH:16][C:15]([Cl:18])=[CH:14][CH:13]=1)[C:5](=[O:9])[CH:6]([CH3:8])[CH3:7].[CH2:21]([NH2:28])[C:22]1[CH:27]=[CH:26][CH:25]=[CH:24][CH:23]=1.C1(C)C=CC(S(O)(=O)=O)=CC=1.O. (6) Given the product [OH:17][CH2:16][CH2:15][NH:14][C:4]1[N:5]=[C:6]([NH:10][CH2:11][CH2:12][OH:13])[C:7]([C:8]#[N:9])=[C:2]([N:29]2[CH2:30][CH2:31][N:26]([C:21]3[CH:22]=[CH:23][CH:24]=[CH:25][C:20]=3[CH3:32])[CH2:27][CH2:28]2)[N:3]=1, predict the reactants needed to synthesize it. The reactants are: Cl[C:2]1[C:7]([C:8]#[N:9])=[C:6]([NH:10][CH2:11][CH2:12][OH:13])[N:5]=[C:4]([NH:14][CH2:15][CH2:16][OH:17])[N:3]=1.Cl.Cl.[C:20]1([CH3:32])[CH:25]=[CH:24][CH:23]=[CH:22][C:21]=1[N:26]1[CH2:31][CH2:30][NH:29][CH2:28][CH2:27]1.C(N(C(C)C)C(C)C)C. (7) Given the product [OH:1][CH:2]([C:3]([NH:35][CH3:34])=[O:5])[CH:6]([NH:14][C:15](=[O:33])[C:16]1[CH:21]=[CH:20][CH:19]=[N:18][C:17]=1[N:22]1[CH:26]=[CH:25][C:24]([C:27]2[CH:28]=[CH:29][CH:30]=[CH:31][CH:32]=2)=[N:23]1)[CH2:7][C:8]1[CH:13]=[CH:12][CH:11]=[CH:10][CH:9]=1, predict the reactants needed to synthesize it. The reactants are: [OH:1][CH:2]([CH:6]([NH:14][C:15](=[O:33])[C:16]1[CH:21]=[CH:20][CH:19]=[N:18][C:17]=1[N:22]1[CH:26]=[CH:25][C:24]([C:27]2[CH:32]=[CH:31][CH:30]=[CH:29][CH:28]=2)=[N:23]1)[CH2:7][C:8]1[CH:13]=[CH:12][CH:11]=[CH:10][CH:9]=1)[C:3]([OH:5])=O.[CH3:34][NH2:35]. (8) The reactants are: [Br:1][C:2]1[CH:7]=[CH:6][C:5]([N:8]2[CH2:12][CH2:11][CH:10]([C:13]([O:15][CH3:16])=[O:14])[CH2:9]2)=[C:4]([CH:17]=O)[CH:3]=1.C1(P(C2C=CC=CC=2)(C2C=CC=CC=2)=[C:26]([CH3:34])[C:27]([O:29][C:30]([CH3:33])([CH3:32])[CH3:31])=[O:28])C=CC=CC=1.O. Given the product [Br:1][C:2]1[CH:7]=[CH:6][C:5]([N:8]2[CH2:12][CH2:11][CH:10]([C:13]([O:15][CH3:16])=[O:14])[CH2:9]2)=[C:4](/[CH:17]=[C:26](\[CH3:34])/[C:27]([O:29][C:30]([CH3:33])([CH3:32])[CH3:31])=[O:28])[CH:3]=1, predict the reactants needed to synthesize it. (9) Given the product [N:29]1[C:21]([NH:18][C@H:16]([C:8]2[N:7]([C:3]3[CH:2]=[C:1]([CH3:19])[CH:6]=[CH:5][CH:4]=3)[C:11]3=[N:12][CH:13]=[CH:14][CH:15]=[C:10]3[N:9]=2)[CH3:17])=[C:22]2[C:26]([NH:25][CH:24]=[N:23]2)=[N:27][CH:28]=1, predict the reactants needed to synthesize it. The reactants are: [C:1]1([CH3:19])[CH:6]=[CH:5][CH:4]=[C:3]([N:7]2[C:11]3=[N:12][CH:13]=[CH:14][CH:15]=[C:10]3[N:9]=[C:8]2[C@@H:16]([NH2:18])[CH3:17])[CH:2]=1.Cl[C:21]1[N:29]=[CH:28][N:27]=[C:26]2[C:22]=1[N:23]=[CH:24][N:25]2C1CCCCO1.CCN(C(C)C)C(C)C. (10) The reactants are: [CH3:1][O:2][C:3]([C:5]1[N:6]=[CH:7][C:8]2[C:13]([C:14]=1[OH:15])=[CH:12][CH:11]=[CH:10][C:9]=2I)=[O:4].[CH3:17][O:18][C:19]1[CH:24]=[CH:23][C:22]([OH:25])=[CH:21][CH:20]=1.C([O-])([O-])=O.[Cs+].[Cs+].CC(C)(C(=O)CC(=O)C(C)(C)C)C.Cl. Given the product [CH3:1][O:2][C:3]([C:5]1[N:6]=[CH:7][C:8]2[C:13]([C:14]=1[OH:15])=[CH:12][CH:11]=[CH:10][C:9]=2[O:25][C:22]1[CH:23]=[CH:24][C:19]([O:18][CH3:17])=[CH:20][CH:21]=1)=[O:4], predict the reactants needed to synthesize it.